This data is from Full USPTO retrosynthesis dataset with 1.9M reactions from patents (1976-2016). The task is: Predict the reactants needed to synthesize the given product. Given the product [CH2:1]([O:3][C:4]([C:6]1[C:14]2[C:9](=[CH:10][CH:11]=[C:12]([O:15][C:37]3[CH:38]=[CH:39][C:34]([C:33]([F:44])([F:43])[F:32])=[CH:35][CH:36]=3)[CH:13]=2)[N:8]([C:16]2[CH:21]=[CH:20][C:19]([O:22][CH:23]([CH3:24])[CH3:25])=[CH:18][CH:17]=2)[C:7]=1[CH2:26][C:27]([O:29][CH2:30][CH3:31])=[O:28])=[O:5])[CH3:2], predict the reactants needed to synthesize it. The reactants are: [CH2:1]([O:3][C:4]([C:6]1[C:14]2[C:9](=[CH:10][CH:11]=[C:12]([OH:15])[CH:13]=2)[N:8]([C:16]2[CH:21]=[CH:20][C:19]([O:22][CH:23]([CH3:25])[CH3:24])=[CH:18][CH:17]=2)[C:7]=1[CH2:26][C:27]([O:29][CH2:30][CH3:31])=[O:28])=[O:5])[CH3:2].[F:32][C:33]([F:44])([F:43])[C:34]1[CH:39]=[CH:38][C:37](B(O)O)=[CH:36][CH:35]=1.